From a dataset of Forward reaction prediction with 1.9M reactions from USPTO patents (1976-2016). Predict the product of the given reaction. The product is: [NH2:43][C:37]1[S:36][C:35]([CH:31]2[CH2:32][CH2:33][CH2:34][NH:29][CH2:30]2)=[N:39][C:38]=1[C:40]([NH:1][C:2]1[CH:3]=[N:4][CH:5]=[CH:6][C:7]=1[N:8]1[CH2:13][CH2:12][CH2:11][CH:10]([NH2:14])[CH2:9]1)=[O:41]. Given the reactants [NH2:1][C:2]1[CH:3]=[N:4][CH:5]=[CH:6][C:7]=1[N:8]1[CH2:13][CH2:12][CH2:11][CH:10]([NH:14]C(=O)OC(C)(C)C)[CH2:9]1.C(OC([N:29]1[CH2:34][CH2:33][CH2:32][CH:31]([C:35]2[S:36][C:37]([NH:43]C(OC(C)(C)C)=O)=[C:38]([C:40](O)=[O:41])[N:39]=2)[CH2:30]1)=O)(C)(C)C, predict the reaction product.